This data is from Drug-target binding data from BindingDB using IC50 measurements. The task is: Regression. Given a target protein amino acid sequence and a drug SMILES string, predict the binding affinity score between them. We predict pIC50 (pIC50 = -log10(IC50 in M); higher means more potent). Dataset: bindingdb_ic50. The small molecule is NCC(=O)Nc1nc(CC(=O)O)cs1. The pIC50 is 3.9. The target protein (Q67344) has sequence MQIAILVTTVTLHFNQYECDSLADNQVMPCEPIIIERNITEIIYLTNTTIEKEICPKLMEYRNWSRPQCKITGFAPFSKDNSIRLSAGGDIWVTREPYVSCDPGKCYQFALGQGTTLDNKHSNDTIHDRIPHRTLLMNELGVPFHLGTRQVCIAWSSSSCHDGKAWLHVCVTGDDKNATASFIYDGRLVDSMGSWSQNILRTQESECVCINGTCTVVMTDGSASGRADTRILFIEEGKIVHISPLSGSAQHVEECSCYPRYPSVRCICRDNWKGSNRPIVDINIKDYSIDSRYVCSGLVGDTPRNNDRSSSSDCKNPNNDKGNHGVKGWAFDDGNDVWMGRTISKDSRSGYETFKVIDGWSTPNSKSQINRQVIVDRDNRSGYSGIFSVESKGCINRCFYVELIRGRKQETRVWWTSSSIVVFCGTSGTYGKGSWPDGANINFMPI.